This data is from Forward reaction prediction with 1.9M reactions from USPTO patents (1976-2016). The task is: Predict the product of the given reaction. (1) The product is: [CH2:1]([O:3][C:4]1[CH:9]=[CH:8][C:7]([C:10]2[CH:15]=[CH:14][N:13]=[C:12]([NH:17][CH2:18][CH2:19][C:20]3[CH:25]=[CH:24][C:23]([OH:26])=[CH:22][CH:21]=3)[N:11]=2)=[CH:6][CH:5]=1)[CH3:2]. Given the reactants [CH2:1]([O:3][C:4]1[CH:9]=[CH:8][C:7]([C:10]2[CH:15]=[CH:14][N:13]=[C:12](Cl)[N:11]=2)=[CH:6][CH:5]=1)[CH3:2].[NH2:17][CH2:18][CH2:19][C:20]1[CH:25]=[CH:24][C:23]([OH:26])=[CH:22][CH:21]=1, predict the reaction product. (2) Given the reactants [CH3:1][C@H:2]1[O:7][C@@H:6]([CH3:8])[CH2:5][N:4]([CH2:9][C@:10]([OH:37])([CH3:36])[CH2:11][O:12][C:13]2[CH:14]=[CH:15][C:16]3[C:17]4[N:18]([CH2:33][CH2:34][N:35]=4)[C:19]([NH:24][C:25]([C:27]4[CH:28]=[N:29][CH:30]=[CH:31][CH:32]=4)=[O:26])=[N:20][C:21]=3[C:22]=2[OH:23])[CH2:3]1.C([O-])([O-])=O.[Cs+].[Cs+].[F:44][C:45]1[CH:50]=[CH:49][C:48]([CH2:51][CH2:52]Br)=[CH:47][CH:46]=1, predict the reaction product. The product is: [CH3:8][C@H:6]1[O:7][C@@H:2]([CH3:1])[CH2:3][N:4]([CH2:9][C@:10]([OH:37])([CH3:36])[CH2:11][O:12][C:13]2[CH:14]=[CH:15][C:16]3[C:17]4[N:18]([CH2:33][CH2:34][N:35]=4)[C:19]([NH:24][C:25]([C:27]4[CH:28]=[N:29][CH:30]=[CH:31][CH:32]=4)=[O:26])=[N:20][C:21]=3[C:22]=2[O:23][CH2:52][CH2:51][C:48]2[CH:49]=[CH:50][C:45]([F:44])=[CH:46][CH:47]=2)[CH2:5]1.